From a dataset of Catalyst prediction with 721,799 reactions and 888 catalyst types from USPTO. Predict which catalyst facilitates the given reaction. (1) Reactant: [NH:1]([C:10]([O:12][C:13]([CH3:16])([CH3:15])[CH3:14])=[O:11])[C@H:2]([C:7]([OH:9])=O)[C:3]([CH3:6])([CH3:5])[CH3:4].CN(C(ON1N=NC2C=CC=NC1=2)=[N+](C)C)C.F[P-](F)(F)(F)(F)F.CCN(C(C)C)C(C)C.[CH2:50]([O:57][C:58]([N:60]1[CH2:64][CH:63]([CH2:65][O:66][C:67]2[CH:72]=[CH:71][C:70]([F:73])=[C:69]([F:74])[CH:68]=2)[CH:62]2[NH:75][CH2:76][CH2:77][CH:61]12)=[O:59])[C:51]1[CH:56]=[CH:55][CH:54]=[CH:53][CH:52]=1. Product: [CH2:50]([O:57][C:58]([N:60]1[CH2:64][CH:63]([CH2:65][O:66][C:67]2[CH:72]=[CH:71][C:70]([F:73])=[C:69]([F:74])[CH:68]=2)[CH:62]2[N:75]([C:7](=[O:9])[CH:2]([NH:1][C:10]([O:12][C:13]([CH3:16])([CH3:15])[CH3:14])=[O:11])[C:3]([CH3:4])([CH3:5])[CH3:6])[CH2:76][CH2:77][CH:61]12)=[O:59])[C:51]1[CH:52]=[CH:53][CH:54]=[CH:55][CH:56]=1. The catalyst class is: 296. (2) Reactant: [CH2:1]([C:3]1[C:4]([NH:25][CH2:26][CH:27]([NH:35][C:36]([NH:38][C:39]2[CH:44]=[CH:43][CH:42]=[CH:41][C:40]=2[N+:45]([O-:47])=[O:46])=[O:37])[C:28]([O:30]C(C)(C)C)=[O:29])=[N:5][CH:6]=[N:7][C:8]=1[N:9]1[CH2:14][CH2:13][CH:12]([C:15]2[CH:24]=[CH:23][C:22]3[CH2:21][CH2:20][CH2:19][NH:18][C:17]=3[N:16]=2)[CH2:11][CH2:10]1)[CH3:2].[F:48][C:49]([F:54])([F:53])[C:50]([OH:52])=[O:51].ClCCl.CO.O.C(O)(=O)C.C1(C)C=CC=CC=1. Product: [F:48][C:49]([F:54])([F:53])[C:50]([OH:52])=[O:51].[F:48][C:49]([F:54])([F:53])[C:50]([OH:52])=[O:51].[CH2:1]([C:3]1[C:4]([NH:25][CH2:26][CH:27]([NH:35][C:36]([NH:38][C:39]2[CH:44]=[CH:43][CH:42]=[CH:41][C:40]=2[N+:45]([O-:47])=[O:46])=[O:37])[C:28]([OH:30])=[O:29])=[N:5][CH:6]=[N:7][C:8]=1[N:9]1[CH2:10][CH2:11][CH:12]([C:15]2[CH:24]=[CH:23][C:22]3[CH2:21][CH2:20][CH2:19][NH:18][C:17]=3[N:16]=2)[CH2:13][CH2:14]1)[CH3:2]. The catalyst class is: 4. (3) Reactant: [CH3:1][C@@H:2]([C@@H:33]([OH:35])[CH3:34])[C@@H:3]1[O:5][C@H:4]1[CH2:6][C@@H:7]1[C@@H:12]([OH:13])[C@@H:11]([OH:14])[C@H:10]([CH2:15]/[C:16](/[CH3:32])=[CH:17]/[C:18]([O:20][CH2:21][CH2:22][CH2:23][CH2:24][CH2:25][CH2:26][CH2:27][CH2:28][C:29]([OH:31])=[O:30])=[O:19])[O:9][CH2:8]1.C(C(CCCC)C([O-])=[O:40])C.[Ca+2:46].C(C(CCCC)C([O-])=[O:51])C.[CH3:57][C@H:58]([C@H:62]1[C@H:64]([CH2:65][C@H:66]2[CH2:71][O:70][C@@H:69]([CH2:72]/[C:73](/[CH3:89])=[CH:74]/[C:75]([O:77][CH2:78][CH2:79][CH2:80][CH2:81][CH2:82][CH2:83][CH2:84][CH2:85][C:86]([O-:88])=[O:87])=[O:76])[C@H:68]([OH:90])[C@@H:67]2[OH:91])[O:63]1)[C@H:59]([CH3:61])[OH:60].[CH3:57][C@H:58]([C@H:62]1[C@H:64]([CH2:65][C@H:66]2[CH2:71][O:70][C@@H:69]([CH2:72]/[C:73](/[CH3:89])=[CH:74]/[C:75]([O:77][CH2:78][CH2:79][CH2:80][CH2:81][CH2:82][CH2:83][CH2:84][CH2:85][C:86]([O-:88])=[O:87])=[O:76])[C@H:68]([OH:90])[C@@H:67]2[OH:91])[O:63]1)[C@H:59]([CH3:61])[OH:60].[Ca+2]. Product: [CH3:1][C@H:2]([C@H:3]1[C@H:4]([CH2:6][C@H:7]2[CH2:8][O:9][C@@H:10]([CH2:15]/[C:16](/[CH3:32])=[CH:17]/[C:18]([O:20][CH2:21][CH2:22][CH2:23][CH2:24][CH2:25][CH2:26][CH2:27][CH2:28][C:29]([O-:31])=[O:30])=[O:19])[C@H:11]([OH:14])[C@@H:12]2[OH:13])[O:5]1)[C@H:33]([CH3:34])[OH:35].[CH3:57][C@H:58]([C@H:62]1[C@H:64]([CH2:65][C@H:66]2[CH2:71][O:70][C@@H:69]([CH2:72]/[C:73](/[CH3:89])=[CH:74]/[C:75]([O:77][CH2:78][CH2:79][CH2:80][CH2:81][CH2:82][CH2:83][CH2:84][CH2:85][C:86]([O-:88])=[O:87])=[O:76])[C@H:68]([OH:90])[C@@H:67]2[OH:91])[O:63]1)[C@H:59]([CH3:61])[OH:60].[OH2:40].[OH2:51].[Ca+2:46]. The catalyst class is: 24. (4) Reactant: [CH3:1][O:2][C:3]1[C:4]([CH3:13])=[C:5]([CH:10]=[CH:11][CH:12]=1)[C:6]([NH:8][NH2:9])=[O:7].[CH2:14]1[C:23](=O)[CH2:22][C:21]2[C:16](=[CH:17][CH:18]=[CH:19][CH:20]=2)[CH2:15]1.CCOCC. Product: [CH2:20]1[C:21]2[C:16](=[CH:15][CH:14]=[CH:23][CH:22]=2)[CH2:17][CH2:18][C:19]1=[N:9][NH:8][C:6](=[O:7])[C:5]1[CH:10]=[CH:11][CH:12]=[C:3]([O:2][CH3:1])[C:4]=1[CH3:13]. The catalyst class is: 130. (5) Reactant: [Cl:1][C:2]1[CH:3]=[CH:4][C:5](=[O:8])[NH:6][N:7]=1.Cl.[CH3:10][N:11]([CH3:15])[CH2:12][CH2:13]Cl.C(=O)([O-])[O-].[K+].[K+].[I-].[Na+]. Product: [Cl:1][C:2]1[CH:3]=[CH:4][C:5](=[O:8])[N:6]([CH2:13][CH2:12][N:11]([CH3:15])[CH3:10])[N:7]=1. The catalyst class is: 9. (6) Reactant: [OH-].[Na+].[NH:3]1[CH:7]=[C:6]([C:8]2[CH:9]=[C:10]([CH2:14][C:15]([O:17]CC)=[O:16])[CH:11]=[CH:12][CH:13]=2)[CH:5]=[N:4]1. Product: [NH:3]1[CH:7]=[C:6]([C:8]2[CH:9]=[C:10]([CH2:14][C:15]([OH:17])=[O:16])[CH:11]=[CH:12][CH:13]=2)[CH:5]=[N:4]1. The catalyst class is: 776. (7) Reactant: [C:1]1([NH:7][C:8]2[C:9]([NH2:14])=[CH:10][CH:11]=[CH:12][CH:13]=2)[CH:6]=[CH:5][CH:4]=[CH:3][CH:2]=1.[Br:15][C:16]1[CH:24]=[CH:23][CH:22]=[CH:21][C:17]=1[C:18](Cl)=[O:19].C(N(CC)CC)C.O. Product: [Br:15][C:16]1[CH:24]=[CH:23][CH:22]=[CH:21][C:17]=1[C:18]([NH:14][C:9]1[CH:10]=[CH:11][CH:12]=[CH:13][C:8]=1[NH:7][C:1]1[CH:2]=[CH:3][CH:4]=[CH:5][CH:6]=1)=[O:19]. The catalyst class is: 4. (8) Reactant: Cl.[CH3:2][O:3][C:4](=[O:10])[C@H:5]([NH2:9])[C@@H:6]([OH:8])[CH3:7].C(N(C(C)C)CC)(C)C.[F:20][C:21]1[CH:22]=[C:23]([CH:36]=[C:37]([F:39])[CH:38]=1)[CH2:24][O:25][C:26]1[CH:31]=[CH:30][C:29]([S:32](Cl)(=[O:34])=[O:33])=[CH:28][CH:27]=1.O. Product: [CH3:2][O:3][C:4](=[O:10])[C@H:5]([NH:9][S:32]([C:29]1[CH:28]=[CH:27][C:26]([O:25][CH2:24][C:23]2[CH:36]=[C:37]([F:39])[CH:38]=[C:21]([F:20])[CH:22]=2)=[CH:31][CH:30]=1)(=[O:34])=[O:33])[C@@H:6]([OH:8])[CH3:7]. The catalyst class is: 2.